Dataset: NCI-60 drug combinations with 297,098 pairs across 59 cell lines. Task: Regression. Given two drug SMILES strings and cell line genomic features, predict the synergy score measuring deviation from expected non-interaction effect. (1) Drug 1: CCC1(CC2CC(C3=C(CCN(C2)C1)C4=CC=CC=C4N3)(C5=C(C=C6C(=C5)C78CCN9C7C(C=CC9)(C(C(C8N6C)(C(=O)OC)O)OC(=O)C)CC)OC)C(=O)OC)O.OS(=O)(=O)O. Drug 2: CC1CCC2CC(C(=CC=CC=CC(CC(C(=O)C(C(C(=CC(C(=O)CC(OC(=O)C3CCCCN3C(=O)C(=O)C1(O2)O)C(C)CC4CCC(C(C4)OC)O)C)C)O)OC)C)C)C)OC. Cell line: BT-549. Synergy scores: CSS=8.34, Synergy_ZIP=-3.41, Synergy_Bliss=-1.03, Synergy_Loewe=-0.444, Synergy_HSA=-1.01. (2) Drug 1: C1=CN(C=N1)CC(O)(P(=O)(O)O)P(=O)(O)O. Drug 2: CN1C2=C(C=C(C=C2)N(CCCl)CCCl)N=C1CCCC(=O)O.Cl. Cell line: SF-295. Synergy scores: CSS=0.103, Synergy_ZIP=2.72, Synergy_Bliss=4.62, Synergy_Loewe=2.31, Synergy_HSA=0.0524. (3) Drug 1: C1C(C(OC1N2C=C(C(=O)NC2=O)F)CO)O. Drug 2: CCC1=C2CN3C(=CC4=C(C3=O)COC(=O)C4(CC)O)C2=NC5=C1C=C(C=C5)O. Cell line: OVCAR3. Synergy scores: CSS=11.2, Synergy_ZIP=-3.61, Synergy_Bliss=-2.78, Synergy_Loewe=-9.21, Synergy_HSA=-2.46. (4) Drug 1: CC1=C(C(=O)C2=C(C1=O)N3CC4C(C3(C2COC(=O)N)OC)N4)N. Drug 2: CC1CCCC2(C(O2)CC(NC(=O)CC(C(C(=O)C(C1O)C)(C)C)O)C(=CC3=CSC(=N3)C)C)C. Cell line: BT-549. Synergy scores: CSS=40.9, Synergy_ZIP=-7.78, Synergy_Bliss=-9.22, Synergy_Loewe=-9.80, Synergy_HSA=-4.41. (5) Drug 1: CC1=C2C(C(=O)C3(C(CC4C(C3C(C(C2(C)C)(CC1OC(=O)C(C(C5=CC=CC=C5)NC(=O)OC(C)(C)C)O)O)OC(=O)C6=CC=CC=C6)(CO4)OC(=O)C)OC)C)OC. Drug 2: CC(C)NC(=O)C1=CC=C(C=C1)CNNC.Cl. Cell line: SR. Synergy scores: CSS=80.0, Synergy_ZIP=5.21, Synergy_Bliss=4.32, Synergy_Loewe=-7.95, Synergy_HSA=5.28. (6) Drug 1: CC(C1=C(C=CC(=C1Cl)F)Cl)OC2=C(N=CC(=C2)C3=CN(N=C3)C4CCNCC4)N. Drug 2: CCCS(=O)(=O)NC1=C(C(=C(C=C1)F)C(=O)C2=CNC3=C2C=C(C=N3)C4=CC=C(C=C4)Cl)F. Cell line: A549. Synergy scores: CSS=21.5, Synergy_ZIP=-3.54, Synergy_Bliss=0.289, Synergy_Loewe=-1.63, Synergy_HSA=-0.236.